Dataset: Reaction yield outcomes from USPTO patents with 853,638 reactions. Task: Predict the reaction yield, written as a fraction of the theoretical maximum amount of product (1.0 means a 100% yield; for example, 0.34 means a 34% yield). (1) The reactants are [C:1]([O:4][CH2:5][C@@H:6]1[C@@H:11]([O:12][C:13](=[O:15])[CH3:14])[C@H:10](OC(=O)C)[CH:9]=[CH:8][O:7]1)(=[O:3])[CH3:2].[Si:20]([O:27][C:28]1[CH:29]=[C:30](B(O)O)[CH:31]=[CH:32][C:33]=1[O:34][CH3:35])([C:23]([CH3:26])([CH3:25])[CH3:24])([CH3:22])[CH3:21]. The catalyst is CC#N.C(Cl)Cl.CC([O-])=O.CC([O-])=O.[Pd+2]. The product is [C:1]([O:4][CH2:5][C@@H:6]1[C@@H:11]([O:12][C:13](=[O:15])[CH3:14])[CH:10]=[CH:9][C@@H:8]([C:30]2[CH:31]=[CH:32][C:33]([O:34][CH3:35])=[C:28]([O:27][Si:20]([C:23]([CH3:26])([CH3:25])[CH3:24])([CH3:22])[CH3:21])[CH:29]=2)[O:7]1)(=[O:3])[CH3:2]. The yield is 0.600. (2) The reactants are C([O:8][NH:9][C:10](=[O:45])[CH2:11][CH2:12][CH2:13][CH2:14][CH2:15][NH:16][C:17](=[O:44])[C@@H:18]([NH:29][C:30](=[O:43])[CH2:31][CH2:32][CH2:33][C:34]1[C:42]2[C:37](=[CH:38][CH:39]=[CH:40][CH:41]=2)[NH:36][CH:35]=1)[CH2:19][C:20]1[C:28]2[C:23](=[CH:24][CH:25]=[CH:26][CH:27]=2)[NH:22][CH:21]=1)C1C=CC=CC=1. The catalyst is C(O)C.[Pd]. The product is [OH:8][NH:9][C:10](=[O:45])[CH2:11][CH2:12][CH2:13][CH2:14][CH2:15][NH:16][C:17](=[O:44])[C@@H:18]([NH:29][C:30](=[O:43])[CH2:31][CH2:32][CH2:33][C:34]1[C:42]2[C:37](=[CH:38][CH:39]=[CH:40][CH:41]=2)[NH:36][CH:35]=1)[CH2:19][C:20]1[C:28]2[C:23](=[CH:24][CH:25]=[CH:26][CH:27]=2)[NH:22][CH:21]=1. The yield is 0.410. (3) The reactants are Br[C:2]1[CH:7]=[CH:6][C:5]([N:8]2[CH2:13][CH2:12][N:11]([CH3:14])[CH2:10][CH2:9]2)=[C:4]([O:15][CH3:16])[CH:3]=1.[B:17]1([B:17]2[O:21][C:20]([CH3:23])([CH3:22])[C:19]([CH3:25])([CH3:24])[O:18]2)[O:21][C:20]([CH3:23])([CH3:22])[C:19]([CH3:25])([CH3:24])[O:18]1.CC([O-])=O.[K+]. The catalyst is CS(C)=O. The product is [CH3:16][O:15][C:4]1[CH:3]=[C:2]([B:17]2[O:21][C:20]([CH3:23])([CH3:22])[C:19]([CH3:25])([CH3:24])[O:18]2)[CH:7]=[CH:6][C:5]=1[N:8]1[CH2:13][CH2:12][N:11]([CH3:14])[CH2:10][CH2:9]1. The yield is 0.270. (4) The reactants are [OH:1][C:2]1[CH:3]=[C:4]([CH2:8][C:9]([OH:11])=[O:10])[CH:5]=[CH:6][CH:7]=1.OS(O)(=O)=O.[CH3:17]O. No catalyst specified. The product is [CH3:17][O:10][C:9](=[O:11])[CH2:8][C:4]1[CH:5]=[CH:6][CH:7]=[C:2]([OH:1])[CH:3]=1. The yield is 0.960. (5) The reactants are Cl.[Cl:2][C:3]1[CH:8]=[CH:7][N:6]=[C:5]([C:9](Cl)=[O:10])[CH:4]=1.Cl.[CH2:13]([O:17][NH2:18])[CH:14]([CH3:16])[CH3:15].C(N(CC)C(C)C)(C)C. The catalyst is C1COCC1.O.CCOC(C)=O. The product is [Cl:2][C:3]1[CH:8]=[CH:7][N:6]=[C:5]([C:9]([NH:18][O:17][CH2:13][CH:14]([CH3:16])[CH3:15])=[O:10])[CH:4]=1. The yield is 0.670. (6) The reactants are [OH:1][CH2:2][CH2:3][CH2:4][N:5]1[CH2:9][CH2:8][N:7]([CH2:10][CH2:11][CH2:12][N:13]2[CH2:17][CH2:16][CH2:15][CH:14]2[CH3:18])[C:6]1=[C:19]([C:22]#[N:23])[C:20]#[N:21].C(N(CC)CC)C.[CH3:31][S:32](Cl)(=[O:34])=[O:33]. The catalyst is ClCCl.[Cl-].[Na+].O. The product is [CH3:31][S:32]([O:1][CH2:2][CH2:3][CH2:4][N:5]1[CH2:9][CH2:8][N:7]([CH2:10][CH2:11][CH2:12][N:13]2[CH2:17][CH2:16][CH2:15][CH:14]2[CH3:18])[C:6]1=[C:19]([C:22]#[N:23])[C:20]#[N:21])(=[O:34])=[O:33]. The yield is 0.655.